Task: Predict which catalyst facilitates the given reaction.. Dataset: Catalyst prediction with 721,799 reactions and 888 catalyst types from USPTO (1) Reactant: [CH2:1]([O:8][C:9]1[C:16]([CH:17]([CH3:19])[CH3:18])=[CH:15][CH:14]=[CH:13][C:10]=1[CH:11]=O)[C:2]1[CH:7]=[CH:6][CH:5]=[CH:4][CH:3]=1.[CH3:20][S:21][CH2:22][S:23]([CH3:25])=[O:24].O1CCCC1.[OH-].C([N+](C)(C)C)C1C=CC=CC=1. Product: [CH3:25][S:23]([C:22]([S:21][CH3:20])=[CH:11][C:10]1[CH:13]=[CH:14][CH:15]=[C:16]([CH:17]([CH3:19])[CH3:18])[C:9]=1[O:8][CH2:1][C:2]1[CH:7]=[CH:6][CH:5]=[CH:4][CH:3]=1)=[O:24]. The catalyst class is: 5. (2) Reactant: [C:1]([O:5][C:6]([NH:8][C@:9]1([C:14]([OH:16])=O)[CH2:11][C@H:10]1[CH:12]=[CH2:13])=[O:7])([CH3:4])([CH3:3])[CH3:2].C(N1C=CN=C1)(N1C=CN=C1)=O.[F:29][CH2:30][C:31]1([S:34]([NH2:37])(=[O:36])=[O:35])[CH2:33][CH2:32]1.N12CCCN=C1CCCCC2. Product: [F:29][CH2:30][C:31]1([S:34]([NH:37][C:14]([C@@:9]2([NH:8][C:6](=[O:7])[O:5][C:1]([CH3:2])([CH3:3])[CH3:4])[CH2:11][C@H:10]2[CH:12]=[CH2:13])=[O:16])(=[O:36])=[O:35])[CH2:33][CH2:32]1. The catalyst class is: 3. (3) Reactant: Cl.[CH3:2][O:3][NH2:4].[F:5][C:6]1[CH:7]=[C:8]([C:36](=O)[CH3:37])[CH:9]=[CH:10][C:11]=1[N:12]1[CH2:17][CH2:16][N:15]([C:18]([C:20]2[CH:25]=[C:24]([S:26]([CH3:29])(=[O:28])=[O:27])[CH:23]=[CH:22][C:21]=2[C:30]2[CH:35]=[CH:34][CH:33]=[CH:32][CH:31]=2)=[O:19])[CH2:14][CH2:13]1. Product: [CH3:2][O:3]/[N:4]=[C:36](/[C:8]1[CH:9]=[CH:10][C:11]([N:12]2[CH2:17][CH2:16][N:15]([C:18]([C:20]3[CH:25]=[C:24]([S:26]([CH3:29])(=[O:27])=[O:28])[CH:23]=[CH:22][C:21]=3[C:30]3[CH:35]=[CH:34][CH:33]=[CH:32][CH:31]=3)=[O:19])[CH2:14][CH2:13]2)=[C:6]([F:5])[CH:7]=1)\[CH3:37]. The catalyst class is: 858. (4) Reactant: Cl.[CH3:2][CH2:3][CH2:4][CH2:5][CH2:6][CH:7]([C:11]([OH:13])=[O:12])[CH2:8][CH2:9][CH3:10].[C:14]([O-])(=O)C.[Na+].[F:19][C:20]1[CH:27]=[CH:26][C:23](C=O)=[CH:22][CH:21]=1.[C:28]([BH3-])#[N:29].[Na+].C(=O)(O)[O-].[Na+]. Product: [F:19][C:20]1[CH:27]=[CH:26][C:23]([CH2:28][NH:29][C@@H:6]2[C@@H:5]3[CH2:10][CH2:9][C@@H:8]([C@@H:2]4[C@H:4]3[CH2:3]4)[C@@H:7]2[C:11]([O:13][CH3:14])=[O:12])=[CH:22][CH:21]=1. The catalyst class is: 125. (5) Reactant: [O:1]=[C:2]1[C:11]2[C:6](=[CH:7][CH:8]=[CH:9][CH:10]=2)[O:5][C:4]([C:12](OC)=[O:13])=[CH:3]1.[BH4-].[Na+]. Product: [OH:13][CH2:12][C:4]1[O:5][C:6]2[C:11]([C:2](=[O:1])[CH:3]=1)=[CH:10][CH:9]=[CH:8][CH:7]=2. The catalyst class is: 5.